Dataset: Full USPTO retrosynthesis dataset with 1.9M reactions from patents (1976-2016). Task: Predict the reactants needed to synthesize the given product. (1) Given the product [NH2:2][CH2:1][C:3]1[N:8]=[C:7]([C:9]2[CH:14]=[CH:13][CH:12]=[C:11]([C:15]([O:17][CH2:18][CH2:19][Si:20]([CH3:23])([CH3:22])[CH3:21])=[O:16])[N:10]=2)[CH:6]=[CH:5][CH:4]=1, predict the reactants needed to synthesize it. The reactants are: [C:1]([C:3]1[N:8]=[C:7]([C:9]2[CH:14]=[CH:13][CH:12]=[C:11]([C:15]([O:17][CH2:18][CH2:19][Si:20]([CH3:23])([CH3:22])[CH3:21])=[O:16])[N:10]=2)[CH:6]=[CH:5][CH:4]=1)#[N:2]. (2) Given the product [O:1]([C:2]1[C:19]([O:20][CH2:21][CH2:22][CH2:23][CH2:24][CH2:25][CH3:26])=[CH:18][C:17]2[C:16]3[C:11](=[CH:12][C:13]([O:34][CH2:35][CH2:36][CH2:37][CH2:38][CH2:39][CH3:40])=[C:14]([O:27][CH2:28][CH2:29][CH2:30][CH2:31][CH2:32][CH3:33])[CH:15]=3)[C:10]3[C:5](=[CH:6][C:7]([O:48][CH2:49][CH2:50][CH2:51][CH2:52][CH2:53][CH3:54])=[C:8]([O:41][CH2:42][CH2:43][CH2:44][CH2:45][CH2:46][CH3:47])[CH:9]=3)[C:4]=2[CH:3]=1)[CH2:56][CH2:57][O:58][CH2:59][CH2:60][O:61][CH3:62], predict the reactants needed to synthesize it. The reactants are: [OH:1][C:2]1[C:19]([O:20][CH2:21][CH2:22][CH2:23][CH2:24][CH2:25][CH3:26])=[CH:18][C:17]2[C:16]3[C:11](=[CH:12][C:13]([O:34][CH2:35][CH2:36][CH2:37][CH2:38][CH2:39][CH3:40])=[C:14]([O:27][CH2:28][CH2:29][CH2:30][CH2:31][CH2:32][CH3:33])[CH:15]=3)[C:10]3[C:5](=[CH:6][C:7]([O:48][CH2:49][CH2:50][CH2:51][CH2:52][CH2:53][CH3:54])=[C:8]([O:41][CH2:42][CH2:43][CH2:44][CH2:45][CH2:46][CH3:47])[CH:9]=3)[C:4]=2[CH:3]=1.Br[CH2:56][CH2:57][O:58][CH2:59][CH2:60][O:61][CH3:62].C(=O)([O-])[O-].[K+].[K+]. (3) Given the product [C:7]1([C@@H:5]([N:14]2[CH:18]=[C:17]([NH:19][C:20]([C:22]3[C:30]4[C:25](=[CH:26][CH:27]=[CH:28][CH:29]=4)[NH:24][N:23]=3)=[O:21])[CH:16]=[N:15]2)[CH2:4][CH3:3])[CH:8]=[CH:9][CH:10]=[CH:11][CH:12]=1, predict the reactants needed to synthesize it. The reactants are: CN(C)[CH2:3][CH2:4][CH:5]([C:7]1[CH:12]=[CH:11][CH:10]=[CH:9][CH:8]=1)O.[NH:14]1[CH:18]=[C:17]([NH:19][C:20]([C:22]2[C:30]3[C:25](=[CH:26][CH:27]=[CH:28][CH:29]=3)[N:24](C(C3C=CC=CC=3)(C3C=CC=CC=3)C3C=CC=CC=3)[N:23]=2)=[O:21])[CH:16]=[N:15]1.N1C=C(NC(C2C3C(=CC(C4C=CN(C5CCCCO5)N=4)=CC=3)N(COCC[Si](C)(C)C)N=2)=O)C=N1. (4) Given the product [CH:1]1([NH:4][C:5]([C:7]2[C:16](=[O:17])[C:15]3[C:10](=[N:11][CH:12]=[CH:13][CH:14]=3)[N:9]([C:18]3[CH:23]=[CH:22][CH:21]=[C:20]([C:24]4[CH:25]=[N+:26]([O-:36])[C:27]([S:30]([CH3:33])(=[O:31])=[O:32])=[CH:28][CH:29]=4)[CH:19]=3)[CH:8]=2)=[O:6])[CH2:2][CH2:3]1, predict the reactants needed to synthesize it. The reactants are: [CH:1]1([NH:4][C:5]([C:7]2[C:16](=[O:17])[C:15]3[C:10](=[N:11][CH:12]=[CH:13][CH:14]=3)[N:9]([C:18]3[CH:23]=[CH:22][CH:21]=[C:20]([C:24]4[CH:25]=[N:26][C:27]([S:30]([CH3:33])(=[O:32])=[O:31])=[CH:28][CH:29]=4)[CH:19]=3)[CH:8]=2)=[O:6])[CH2:3][CH2:2]1.NC(N)=[O:36].OO.FC(F)(F)C(O)=O. (5) Given the product [Br:32][CH2:29][C:22]1[CH:23]=[CH:24][CH:25]=[C:26]([O:27][CH3:28])[C:21]=1[F:20], predict the reactants needed to synthesize it. The reactants are: C1(P(C2C=CC=CC=2)C2C=CC=CC=2)C=CC=CC=1.[F:20][C:21]1[C:26]([O:27][CH3:28])=[CH:25][CH:24]=[CH:23][C:22]=1[CH2:29]O.C(Br)(Br)(Br)[Br:32]. (6) Given the product [CH:5]([NH:8][C:11](=[O:10])[C:12]1[CH:17]=[CH:16][C:15]([O:18][CH2:19][C:20]2[C:21]([C:29]3[CH:34]=[CH:33][CH:32]=[CH:31][CH:30]=3)=[N:22][O:23][C:24]=2[C:25]([F:28])([F:27])[F:26])=[N:14][CH:13]=1)([CH3:7])[CH3:6], predict the reactants needed to synthesize it. The reactants are: C[Al](C)C.[CH:5]([NH2:8])([CH3:7])[CH3:6].C[O:10][C:11](=O)[C:12]1[CH:17]=[CH:16][C:15]([O:18][CH2:19][C:20]2[C:21]([C:29]3[CH:34]=[CH:33][CH:32]=[CH:31][CH:30]=3)=[N:22][O:23][C:24]=2[C:25]([F:28])([F:27])[F:26])=[N:14][CH:13]=1.O.